Dataset: Forward reaction prediction with 1.9M reactions from USPTO patents (1976-2016). Task: Predict the product of the given reaction. Given the reactants [CH:1]1([N:4]([CH2:29][C:30]2[CH:35]=[C:34]([CH2:36][CH2:37][CH2:38][O:39][CH3:40])[CH:33]=[C:32]([O:41][CH2:42][CH2:43][O:44][CH3:45])[CH:31]=2)[C:5]([C@@H:7]2[C@:12]([C:14]3[CH:19]=[CH:18][C:17]([Cl:20])=[C:16]([Cl:21])[CH:15]=3)([OH:13])[CH2:11][CH2:10][N:9](C(OC(C)(C)C)=O)[CH2:8]2)=[O:6])[CH2:3][CH2:2]1.Cl, predict the reaction product. The product is: [CH:1]1([N:4]([CH2:29][C:30]2[CH:35]=[C:34]([CH2:36][CH2:37][CH2:38][O:39][CH3:40])[CH:33]=[C:32]([O:41][CH2:42][CH2:43][O:44][CH3:45])[CH:31]=2)[C:5]([CH:7]2[C:12]([C:14]3[CH:19]=[CH:18][C:17]([Cl:20])=[C:16]([Cl:21])[CH:15]=3)([OH:13])[CH2:11][CH2:10][NH:9][CH2:8]2)=[O:6])[CH2:3][CH2:2]1.